Dataset: Reaction yield outcomes from USPTO patents with 853,638 reactions. Task: Predict the reaction yield, written as a fraction of the theoretical maximum amount of product (1.0 means a 100% yield; for example, 0.34 means a 34% yield). (1) The reactants are [CH2:1]([O:8][CH2:9][N:10]1[C:14]2[CH:15]=[N:16][NH:17][C:18](=[O:19])[C:13]=2[CH:12]=[C:11]1[Br:20])[C:2]1[CH:7]=[CH:6][CH:5]=[CH:4][CH:3]=1.C(N(CC)C(C)C)(C)C.[CH3:30][Si:31]([CH3:38])([CH3:37])[CH2:32][CH2:33][O:34][CH2:35]Cl. The catalyst is ClCCl. The product is [CH2:1]([O:8][CH2:9][N:10]1[C:14]2[CH:15]=[N:16][N:17]([CH2:35][O:34][CH2:33][CH2:32][Si:31]([CH3:38])([CH3:37])[CH3:30])[C:18](=[O:19])[C:13]=2[CH:12]=[C:11]1[Br:20])[C:2]1[CH:3]=[CH:4][CH:5]=[CH:6][CH:7]=1. The yield is 0.710. (2) The reactants are [NH:1]1[C:9]2[C:4](=[CH:5][CH:6]=[CH:7][CH:8]=2)[C:3](/[CH:10]=[C:11]2\[O:12][C:13]3[C:20]([CH2:21][N:22]4[CH2:27][CH2:26][N:25](C(OC(C)(C)C)=O)[CH2:24][CH2:23]4)=[C:19]([O:35][CH2:36][CH2:37][O:38][C:39]4[CH:44]=[CH:43][CH:42]=[CH:41][CH:40]=4)[CH:18]=[CH:17][C:14]=3[C:15]\2=[O:16])=[N:2]1.FC(F)(F)C(O)=O. The catalyst is C(Cl)Cl. The product is [NH:1]1[C:9]2[C:4](=[CH:5][CH:6]=[CH:7][CH:8]=2)[C:3](/[CH:10]=[C:11]2\[O:12][C:13]3[C:20]([CH2:21][N:22]4[CH2:23][CH2:24][NH:25][CH2:26][CH2:27]4)=[C:19]([O:35][CH2:36][CH2:37][O:38][C:39]4[CH:40]=[CH:41][CH:42]=[CH:43][CH:44]=4)[CH:18]=[CH:17][C:14]=3[C:15]\2=[O:16])=[N:2]1. The yield is 0.880. (3) The reactants are Cl.[Br:2][C:3]1[CH:4]=[C:5]2[C:10](=[CH:11][CH:12]=1)[N:9]=[CH:8][C:7]([C:13](=[O:15])[CH3:14])=[C:6]2Cl.C([O-])([O-])=O.[K+].[K+].[CH:23]([N:26]([CH2:30][CH3:31])[CH:27](C)C)(C)C. The catalyst is O1CCOCC1.CN(C=O)C. The product is [Br:2][C:3]1[CH:4]=[C:5]2[C:10](=[CH:11][CH:12]=1)[N:9]=[CH:8][C:7]([C:13](=[O:15])[CH3:14])=[C:6]2[NH:9][C@H:10]1[CH2:11][CH2:12][C@H:3]([CH2:31][CH2:30][N:26]([CH3:23])[CH3:27])[CH2:4][CH2:5]1. The yield is 0.540. (4) The reactants are Cl.[CH3:2][O:3][C:4]([C@@H:6]1[CH2:10][CH2:9][CH2:8][C@@H:7]1[NH2:11])=[O:5].S([O-])([O-])(=O)=O.[Mg+2].C(N(CC)CC)C.[F:25][C:26]1[CH:33]=[CH:32][C:29]([CH:30]=O)=[CH:28][CH:27]=1.[BH4-].[Na+].C(=O)(O)[O-].[Na+]. The catalyst is O1CCCC1. The product is [CH3:2][O:3][C:4]([C@@H:6]1[CH2:10][CH2:9][CH2:8][C@@H:7]1[NH:11][CH2:30][C:29]1[CH:32]=[CH:33][C:26]([F:25])=[CH:27][CH:28]=1)=[O:5]. The yield is 0.790. (5) The reactants are [NH2:1][C:2]1[N:7]=[CH:6][N:5]=[C:4]([NH:8][C:9]2[CH:14]=[CH:13][C:12]([NH:15][C:16](=[O:25])[O:17][CH2:18][C:19]3[CH:24]=[CH:23][CH:22]=[CH:21][CH:20]=3)=[CH:11][CH:10]=2)[CH:3]=1.[CH2:26]([N:28]([CH2:31]C)[CH2:29][CH3:30])[CH3:27].ClC(OC1C=CC=CC=1)=[O:35].N1CCCC1. The catalyst is O1CCCC1.CN(C)C=O. The product is [N:28]1([C:31]([NH:1][C:2]2[N:7]=[CH:6][N:5]=[C:4]([NH:8][C:9]3[CH:10]=[CH:11][C:12]([NH:15][C:16](=[O:25])[O:17][CH2:18][C:19]4[CH:20]=[CH:21][CH:22]=[CH:23][CH:24]=4)=[CH:13][CH:14]=3)[CH:3]=2)=[O:35])[CH2:29][CH2:30][CH2:27][CH2:26]1. The yield is 0.520. (6) The reactants are [CH3:1][CH:2]([N:4]1[C:12](/[CH:13]=[CH:14]/[C@H:15]([OH:24])[CH2:16][C@H:17]([OH:23])[CH2:18][C:19]([O:21]C)=[O:20])=[C:11]([C:25]2[CH:30]=[CH:29][C:28]([F:31])=[CH:27][CH:26]=2)[C:10]2[C:5]1=[CH:6][CH:7]=[CH:8][CH:9]=2)[CH3:3].[OH-].[Na+:33]. The catalyst is C1COCC1. The product is [CH3:3][CH:2]([N:4]1[C:12](/[CH:13]=[CH:14]/[CH:15]([OH:24])[CH2:16][CH:17]([OH:23])[CH2:18][C:19]([O-:21])=[O:20])=[C:11]([C:25]2[CH:26]=[CH:27][C:28]([F:31])=[CH:29][CH:30]=2)[C:10]2[CH:9]=[CH:8][CH:7]=[CH:6][C:5]1=2)[CH3:1].[Na+:33]. The yield is 0.390. (7) The reactants are Cl.Cl[CH2:3][C:4]1[N:5]([CH2:9][CH3:10])[N:6]=[CH:7][N:8]=1.[C:11]1([N:17]2[C:21]3[NH:22][C:23](=[O:30])[C:24]4[CH:25]=[CH:26][CH:27]=[CH:28][C:29]=4[C:20]=3[CH:19]=[N:18]2)[CH:16]=[CH:15][CH:14]=[CH:13][CH:12]=1. No catalyst specified. The product is [CH2:9]([N:5]1[C:4]([CH2:3][O:30][C:23]2[C:24]3[CH:25]=[CH:26][CH:27]=[CH:28][C:29]=3[C:20]3[CH:19]=[N:18][N:17]([C:11]4[CH:16]=[CH:15][CH:14]=[CH:13][CH:12]=4)[C:21]=3[N:22]=2)=[N:8][CH:7]=[N:6]1)[CH3:10]. The yield is 0.760. (8) The reactants are [CH3:1][S:2](Cl)(=[O:4])=[O:3].Cl.[Cl:7][CH2:8][CH2:9][NH2:10].[Cl:11][CH2:12][CH2:13]N.C(N(CC)CC)C. The catalyst is ClCCl.O1CCCC1. The product is [Cl:7][CH2:8][CH2:9][N:10]([CH2:13][CH2:12][Cl:11])[S:2]([CH3:1])(=[O:4])=[O:3]. The yield is 0.820. (9) The reactants are [NH:1]1[C:5]2[CH:6]=[CH:7][C:8]([C:10]([OH:12])=O)=[CH:9][C:4]=2[N:3]=[CH:2]1.[F:13][C:14]1[C:19]2[C@@H:20]3[C@H:25]([CH2:26][CH2:27][C:18]=2[CH:17]=[CH:16][CH:15]=1)[NH:24][CH2:23][CH2:22][CH2:21]3. No catalyst specified. The product is [NH:1]1[C:5]2[CH:6]=[CH:7][C:8]([C:10]([N:24]3[C@@H:25]4[C@@H:20]([C:19]5[C:14]([F:13])=[CH:15][CH:16]=[CH:17][C:18]=5[CH2:27][CH2:26]4)[CH2:21][CH2:22][CH2:23]3)=[O:12])=[CH:9][C:4]=2[N:3]=[CH:2]1. The yield is 0.750. (10) The reactants are [Br:1][C:2]1[CH:10]=[CH:9][C:5]([C:6]([OH:8])=O)=[CH:4][C:3]=1[CH3:11].C(Cl)(=O)C(Cl)=O.C(N(C(C)C)C(C)C)C.[Cl:27][C:28]1[CH:33]=[CH:32][C:31]([CH2:34][CH2:35][NH2:36])=[CH:30][CH:29]=1. The catalyst is ClCCl.CN(C=O)C.CCOC(C)=O. The product is [Br:1][C:2]1[CH:10]=[CH:9][C:5]([C:6]([NH:36][CH2:35][CH2:34][C:31]2[CH:32]=[CH:33][C:28]([Cl:27])=[CH:29][CH:30]=2)=[O:8])=[CH:4][C:3]=1[CH3:11]. The yield is 0.488.